This data is from Forward reaction prediction with 1.9M reactions from USPTO patents (1976-2016). The task is: Predict the product of the given reaction. (1) Given the reactants [CH2:1](O)[CH2:2][O:3][CH2:4][CH2:5][O:6][CH2:7][CH2:8][O:9][CH2:10][CH2:11][OH:12].C(Cl)(Cl)[Cl:15].S(Cl)(Cl)=O, predict the reaction product. The product is: [Cl:15][CH2:1][CH2:2][O:3][CH2:4][CH2:5][O:6][CH2:7][CH2:8][O:9][CH2:10][CH2:11][OH:12]. (2) Given the reactants FC(F)(F)C1C=CC(CN)=CC=1.[CH3:13][O:14][C:15]1[CH:16]=[C:17]([CH2:21][CH2:22][NH2:23])[CH:18]=[CH:19][CH:20]=1.[C:24]([NH:32][C:33]1[CH:34]=[C:35]([CH:39]=[CH:40][N:41]=1)[C:36](O)=[O:37])(=[O:31])[C:25]1[CH:30]=[CH:29][CH:28]=[CH:27][CH:26]=1, predict the reaction product. The product is: [C:24]([NH:32][C:33]1[CH:34]=[C:35]([CH:39]=[CH:40][N:41]=1)[C:36]([NH:23][CH2:22][CH2:21][C:17]1[CH:18]=[CH:19][CH:20]=[C:15]([O:14][CH3:13])[CH:16]=1)=[O:37])(=[O:31])[C:25]1[CH:26]=[CH:27][CH:28]=[CH:29][CH:30]=1. (3) Given the reactants [NH:1]1[C:5]2[CH:6]=[CH:7][CH:8]=[CH:9][C:4]=2[N:3]=[C:2]1[CH:10]([OH:30])[C:11]1[CH:29]=[CH:28][C:14]([O:15][C:16]2[C:21]([C:22]3[CH2:26][CH2:25][CH:24]([OH:27])[CH:23]=3)=[CH:20][CH:19]=[CH:18][N:17]=2)=[CH:13][CH:12]=1.[H][H], predict the reaction product. The product is: [NH:1]1[C:5]2[CH:6]=[CH:7][CH:8]=[CH:9][C:4]=2[N:3]=[C:2]1[CH:10]([OH:30])[C:11]1[CH:29]=[CH:28][C:14]([O:15][C:16]2[C:21]([CH:22]3[CH2:26][CH2:25][CH:24]([OH:27])[CH2:23]3)=[CH:20][CH:19]=[CH:18][N:17]=2)=[CH:13][CH:12]=1.